This data is from Reaction yield outcomes from USPTO patents with 853,638 reactions. The task is: Predict the reaction yield, written as a fraction of the theoretical maximum amount of product (1.0 means a 100% yield; for example, 0.34 means a 34% yield). (1) The reactants are C([Li])CCC.[NH:6]([C:13]1[N:18]=[C:17]([C:19]2[N:23]([CH:24]([CH3:26])[CH3:25])[C:22]([CH:27]=[O:28])=[N:21][CH:20]=2)[CH:16]=[CH:15][N:14]=1)[C:7]1[CH:12]=[CH:11][CH:10]=[CH:9][CH:8]=1.CON(C)C(=O)[C:33]1[CH:38]=[CH:37][CH:36]=[CH:35][CH:34]=1. The catalyst is C1COCC1. The product is [NH:6]([C:13]1[N:18]=[C:17]([C:19]2[N:23]([CH:24]([CH3:25])[CH3:26])[C:22]([C:27](=[O:28])[C:33]3[CH:38]=[CH:37][CH:36]=[CH:35][CH:34]=3)=[N:21][CH:20]=2)[CH:16]=[CH:15][N:14]=1)[C:7]1[CH:12]=[CH:11][CH:10]=[CH:9][CH:8]=1. The yield is 0.430. (2) The reactants are [OH:1][CH:2]1[C:11]2[C:6](=[CH:7][CH:8]=[C:9](B(O)O)[CH:10]=2)[O:5][C:4]([CH3:16])([CH3:15])[CH2:3]1.Br[C:18]1[C:23](=[O:24])[N:22]([CH2:25][C:26]2[CH:31]=[CH:30][C:29]([C:32]3[C:33]([C:38]#[N:39])=[CH:34][CH:35]=[CH:36][CH:37]=3)=[CH:28][CH:27]=2)[C:21]([CH2:40][CH2:41][CH3:42])=[N:20][C:19]=1[CH2:43][CH3:44]. The catalyst is O1CCOCC1.C(=O)([O-])[O-].[Cs+].[Cs+].C(OCC)(=O)C.C1C=CC(P(C2C=CC=CC=2)[C-]2C=CC=C2)=CC=1.C1C=CC(P(C2C=CC=CC=2)[C-]2C=CC=C2)=CC=1.Cl[Pd]Cl.[Fe+2]. The product is [CH2:43]([C:19]1[N:20]=[C:21]([CH2:40][CH2:41][CH3:42])[N:22]([CH2:25][C:26]2[CH:31]=[CH:30][C:29]([C:32]3[C:33]([C:38]#[N:39])=[CH:34][CH:35]=[CH:36][CH:37]=3)=[CH:28][CH:27]=2)[C:23](=[O:24])[C:18]=1[C:9]1[CH:10]=[C:11]2[C:6](=[CH:7][CH:8]=1)[O:5][C:4]([CH3:16])([CH3:15])[CH2:3][CH:2]2[OH:1])[CH3:44]. The yield is 0.820. (3) The yield is 0.650. The reactants are Br[C:2]1[N:7]=[C:6]([NH:8][CH2:9][CH:10]2[CH2:15][CH2:14][O:13][CH2:12][CH2:11]2)[CH:5]=[CH:4][C:3]=1[Cl:16].[F:17][C:18]1[CH:23]=[C:22](B(O)O)[C:21]([F:27])=[CH:20][N:19]=1.C(=O)([O-])[O-].[Na+].[Na+].B(O)O. The catalyst is COCCOC.C1C=CC(P(C2C=CC=CC=2)[C-]2C=CC=C2)=CC=1.C1C=CC(P(C2C=CC=CC=2)[C-]2C=CC=C2)=CC=1.Cl[Pd]Cl.[Fe+2].C(Cl)Cl.O. The product is [Cl:16][C:3]1[C:2]([C:22]2[C:21]([F:27])=[CH:20][N:19]=[C:18]([F:17])[CH:23]=2)=[N:7][C:6]([NH:8][CH2:9][CH:10]2[CH2:15][CH2:14][O:13][CH2:12][CH2:11]2)=[CH:5][CH:4]=1. (4) The reactants are C(OOC(C)(C)C)(C)(C)C.[OH:11][C:12]1[CH:17]=[CH:16][C:15]([C:18]2([C:26]3[CH:27]=[C:28]([C:32]4[CH:37]=[CH:36][CH:35]=[C:34]([O:38][CH3:39])[CH:33]=4)[CH:29]=[CH:30][CH:31]=3)[NH:22][C:21](=S)[N:20]([CH3:24])[C:19]2=[O:25])=[CH:14][CH:13]=1.CO.[OH-].[NH4+:43]. No catalyst specified. The product is [NH2:43][C:21]1[N:20]([CH3:24])[C:19](=[O:25])[C:18]([C:15]2[CH:16]=[CH:17][C:12]([OH:11])=[CH:13][CH:14]=2)([C:26]2[CH:27]=[C:28]([C:32]3[CH:37]=[CH:36][CH:35]=[C:34]([O:38][CH3:39])[CH:33]=3)[CH:29]=[CH:30][CH:31]=2)[N:22]=1. The yield is 0.780. (5) The reactants are [N+:1]([C:4]1[C:13]2[NH:12][C:11](=[O:14])[CH2:10][O:9][C:8]=2[CH:7]=[CH:6][CH:5]=1)([O-])=O. The catalyst is [Pd].O1CCCC1. The product is [NH2:1][C:4]1[C:13]2[NH:12][C:11](=[O:14])[CH2:10][O:9][C:8]=2[CH:7]=[CH:6][CH:5]=1. The yield is 1.00. (6) The reactants are [Br:1][C:2]1[CH:7]=[CH:6][C:5]([C:8]2(C(O)=O)[CH2:10][CH2:9]2)=[CH:4][CH:3]=1.C1(P(N=[N+]=[N-])(C2C=CC=CC=2)=[O:21])C=CC=CC=1.C([N:33]([CH2:36]C)CC)C.[C:38]([OH:42])([CH3:41])([CH3:40])[CH3:39]. No catalyst specified. The product is [Br:1][C:2]1[CH:3]=[CH:4][C:5]([C:8]2([NH:33][C:36](=[O:21])[O:42][C:38]([CH3:41])([CH3:40])[CH3:39])[CH2:9][CH2:10]2)=[CH:6][CH:7]=1. The yield is 0.670.